This data is from Catalyst prediction with 721,799 reactions and 888 catalyst types from USPTO. The task is: Predict which catalyst facilitates the given reaction. Reactant: [O:1]=[C:2]1[C:11]2([CH2:16][CH2:15][N:14](C(OC(C)(C)C)=O)[CH2:13][CH2:12]2)[CH2:10][C:9]2[C:4](=[N:5][CH:6]=[C:7](/[CH:24]=[CH:25]/[C:26](=[O:39])[N:27]3[CH2:32][CH2:31][C:30]([CH2:33][C:34]4[S:35][CH:36]=[CH:37][N:38]=4)=[CH:29][CH2:28]3)[CH:8]=2)[NH:3]1.[F:40][C:41]([F:46])([F:45])[C:42]([OH:44])=[O:43]. Product: [F:40][C:41]([F:46])([F:45])[C:42]([OH:44])=[O:43].[O:39]=[C:26]([N:27]1[CH2:32][CH2:31][C:30]([CH2:33][C:34]2[S:35][CH:36]=[CH:37][N:38]=2)=[CH:29][CH2:28]1)/[CH:25]=[CH:24]/[C:7]1[CH:8]=[C:9]2[C:4](=[N:5][CH:6]=1)[NH:3][C:2](=[O:1])[C:11]1([CH2:16][CH2:15][NH:14][CH2:13][CH2:12]1)[CH2:10]2. The catalyst class is: 2.